Dataset: NCI-60 drug combinations with 297,098 pairs across 59 cell lines. Task: Regression. Given two drug SMILES strings and cell line genomic features, predict the synergy score measuring deviation from expected non-interaction effect. (1) Drug 1: C1=CC(=CC=C1C#N)C(C2=CC=C(C=C2)C#N)N3C=NC=N3. Drug 2: C1CN1C2=NC(=NC(=N2)N3CC3)N4CC4. Cell line: BT-549. Synergy scores: CSS=22.7, Synergy_ZIP=4.65, Synergy_Bliss=3.76, Synergy_Loewe=2.50, Synergy_HSA=4.34. (2) Drug 1: CCC1(CC2CC(C3=C(CCN(C2)C1)C4=CC=CC=C4N3)(C5=C(C=C6C(=C5)C78CCN9C7C(C=CC9)(C(C(C8N6C)(C(=O)OC)O)OC(=O)C)CC)OC)C(=O)OC)O.OS(=O)(=O)O. Drug 2: COCCOC1=C(C=C2C(=C1)C(=NC=N2)NC3=CC=CC(=C3)C#C)OCCOC.Cl. Cell line: SW-620. Synergy scores: CSS=-3.76, Synergy_ZIP=2.09, Synergy_Bliss=1.56, Synergy_Loewe=-1.04, Synergy_HSA=-1.30. (3) Drug 1: CC1=C(C=C(C=C1)NC2=NC=CC(=N2)N(C)C3=CC4=NN(C(=C4C=C3)C)C)S(=O)(=O)N.Cl. Drug 2: CC1=C2C(C(=O)C3(C(CC4C(C3C(C(C2(C)C)(CC1OC(=O)C(C(C5=CC=CC=C5)NC(=O)OC(C)(C)C)O)O)OC(=O)C6=CC=CC=C6)(CO4)OC(=O)C)O)C)O. Cell line: A498. Synergy scores: CSS=27.1, Synergy_ZIP=8.47, Synergy_Bliss=13.0, Synergy_Loewe=-15.3, Synergy_HSA=9.97. (4) Drug 1: C1=CC(=CC=C1CCC2=CNC3=C2C(=O)NC(=N3)N)C(=O)NC(CCC(=O)O)C(=O)O. Drug 2: CN(C)N=NC1=C(NC=N1)C(=O)N. Cell line: CAKI-1. Synergy scores: CSS=7.87, Synergy_ZIP=-9.75, Synergy_Bliss=-14.9, Synergy_Loewe=-11.0, Synergy_HSA=-10.8. (5) Cell line: HCT-15. Synergy scores: CSS=58.8, Synergy_ZIP=-1.66, Synergy_Bliss=-1.15, Synergy_Loewe=-11.5, Synergy_HSA=2.27. Drug 2: C1CN(CCN1C(=O)CCBr)C(=O)CCBr. Drug 1: CC1=C2C(C(=O)C3(C(CC4C(C3C(C(C2(C)C)(CC1OC(=O)C(C(C5=CC=CC=C5)NC(=O)OC(C)(C)C)O)O)OC(=O)C6=CC=CC=C6)(CO4)OC(=O)C)OC)C)OC.